This data is from Forward reaction prediction with 1.9M reactions from USPTO patents (1976-2016). The task is: Predict the product of the given reaction. (1) Given the reactants [NH2:1][C@@H:2]1[C:11]2[C:6](=[CH:7][CH:8]=[CH:9][CH:10]=2)[C@H:5]([OH:12])[CH2:4][CH2:3]1.[H-].[Na+].F[C:16]1[CH:17]=[CH:18][C:19]2[N:20]([C:22]([CH2:25][CH2:26][N:27]3[CH2:32][CH2:31][N:30]([CH3:33])[CH2:29][CH2:28]3)=[N:23][N:24]=2)[CH:21]=1, predict the reaction product. The product is: [CH3:33][N:30]1[CH2:29][CH2:28][N:27]([CH2:26][CH2:25][C:22]2[N:20]3[CH:21]=[C:16]([O:12][C@H:5]4[C:6]5[C:11](=[CH:10][CH:9]=[CH:8][CH:7]=5)[C@@H:2]([NH2:1])[CH2:3][CH2:4]4)[CH:17]=[CH:18][C:19]3=[N:24][N:23]=2)[CH2:32][CH2:31]1. (2) Given the reactants [Cl:1][CH2:2][CH2:3][CH2:4][C:5](Cl)=[O:6].[Br:8][C:9]1[CH:14]=[CH:13][C:12]([O:15][CH3:16])=[CH:11][CH:10]=1.[Cl-].[Al+3].[Cl-].[Cl-].[N+](C1C=CC=CC=1)([O-])=O, predict the reaction product. The product is: [Br:8][C:9]1[CH:10]=[CH:11][C:12]([O:15][CH3:16])=[C:13]([C:5](=[O:6])[CH2:4][CH2:3][CH2:2][Cl:1])[CH:14]=1. (3) Given the reactants [CH3:1][C:2]1[CH:7]=[CH:6][C:5]([S@@:8]([NH2:10])=[O:9])=[CH:4][CH:3]=1.[CH3:11][C@H:12]1[CH2:17][CH2:16][C@H:15]([CH:18]=O)[CH2:14][CH2:13]1.O, predict the reaction product. The product is: [CH3:1][C:2]1[CH:7]=[CH:6][C:5]([S@@:8](/[N:10]=[CH:11]/[C@H:12]2[CH2:17][CH2:16][C@H:15]([CH3:18])[CH2:14][CH2:13]2)=[O:9])=[CH:4][CH:3]=1. (4) Given the reactants Cl[CH2:2][CH2:3][C:4]([C:6]1[CH:11]=[CH:10][CH:9]=[CH:8][CH:7]=1)=O.[CH:12]1[CH:13]=[CH:14][C:15]([N:18]2[CH2:23][CH2:22]N[CH2:20][CH2:19]2)=[CH:16][CH:17]=1.C(N(CC)CC)C.C1C=CC(S(N(S(C2C=CC=CC=2)(=O)=O)[F:41])(=O)=O)=CC=1.[Cl-].[NH4+:52].[BH4-].[Na+].[OH-:55].[NH4+:56].[O:57]1[CH2:61]CCC1, predict the reaction product. The product is: [F:41][CH:3]([CH2:2][N:56]1[CH2:22][CH2:23][N:18]([C:15]2[CH:14]=[CH:13][CH:12]=[CH:17][CH:16]=2)[CH2:19][CH2:20]1)[CH:4]([O:55][C:61](=[O:57])[NH2:52])[C:6]1[CH:11]=[CH:10][CH:9]=[CH:8][CH:7]=1.